This data is from NCI-60 drug combinations with 297,098 pairs across 59 cell lines. The task is: Regression. Given two drug SMILES strings and cell line genomic features, predict the synergy score measuring deviation from expected non-interaction effect. (1) Drug 1: CNC(=O)C1=CC=CC=C1SC2=CC3=C(C=C2)C(=NN3)C=CC4=CC=CC=N4. Drug 2: C1C(C(OC1N2C=NC3=C2NC=NCC3O)CO)O. Cell line: COLO 205. Synergy scores: CSS=4.48, Synergy_ZIP=1.48, Synergy_Bliss=2.50, Synergy_Loewe=-0.0922, Synergy_HSA=-0.791. (2) Drug 1: CN1C(=O)N2C=NC(=C2N=N1)C(=O)N. Drug 2: CCCCCOC(=O)NC1=NC(=O)N(C=C1F)C2C(C(C(O2)C)O)O. Cell line: SK-MEL-28. Synergy scores: CSS=-0.489, Synergy_ZIP=2.07, Synergy_Bliss=3.64, Synergy_Loewe=-2.03, Synergy_HSA=-1.65. (3) Drug 1: C1=NC2=C(N1)C(=S)N=C(N2)N. Drug 2: CN(C(=O)NC(C=O)C(C(C(CO)O)O)O)N=O. Cell line: U251. Synergy scores: CSS=29.0, Synergy_ZIP=-2.44, Synergy_Bliss=2.46, Synergy_Loewe=-12.2, Synergy_HSA=1.97. (4) Drug 1: C1=CC(=C2C(=C1NCCNCCO)C(=O)C3=C(C=CC(=C3C2=O)O)O)NCCNCCO. Drug 2: C1=CC(=CC=C1C#N)C(C2=CC=C(C=C2)C#N)N3C=NC=N3. Cell line: UACC62. Synergy scores: CSS=34.5, Synergy_ZIP=-0.347, Synergy_Bliss=-1.30, Synergy_Loewe=-26.1, Synergy_HSA=-0.875.